Regression/Classification. Given a drug SMILES string, predict its absorption, distribution, metabolism, or excretion properties. Task type varies by dataset: regression for continuous measurements (e.g., permeability, clearance, half-life) or binary classification for categorical outcomes (e.g., BBB penetration, CYP inhibition). Dataset: cyp1a2_veith. From a dataset of CYP1A2 inhibition data for predicting drug metabolism from PubChem BioAssay. (1) The molecule is COC(=O)CC[C@@H](C)[C@H]1CC[C@H]2[C@H]3CC[C@H]4C[C@@H]5CC[C@@]4(C)[C@]3(O5)[C@@H](Br)[C@@H](Br)[C@]21C. The result is 0 (non-inhibitor). (2) The drug is COc1ccccc1-c1cncnc1-n1ccnc1. The result is 1 (inhibitor). (3) The compound is CCSc1nnc(-c2sc3nnc(-c4ccccc4)c(-c4ccccc4)c3c2N)o1. The result is 0 (non-inhibitor). (4) The result is 1 (inhibitor). The compound is CC(C)CNC(=O)CCCc1c[nH]c2ccccc12.O=C(O)C(=O)O. (5) The result is 1 (inhibitor). The molecule is COc1cc(Br)cc(/C=N/NC(=O)C(C)n2cc([N+](=O)[O-])c(OC)n2)c1O. (6) The drug is CN(C)CCNC(=O)Cn1nc(-c2ccc(Cl)cc2)ccc1=O. The result is 0 (non-inhibitor). (7) The molecule is O=C(c1ccncc1)N1CCC2(CC1)CN(c1cccc(-c3ccccc3)c1)C2. The result is 1 (inhibitor). (8) The result is 0 (non-inhibitor). The drug is C[N+](C)(C)CCN[N@@+]1(C)CCCc2ccccc21. (9) The molecule is CCNC(=S)N1CCC(NC(=O)C2CCCCC2)CC1. The result is 0 (non-inhibitor).